Dataset: Full USPTO retrosynthesis dataset with 1.9M reactions from patents (1976-2016). Task: Predict the reactants needed to synthesize the given product. (1) Given the product [I:12][C:9]1[CH:10]=[C:4]([O:3][CH:2]([F:11])[F:1])[CH:5]=[CH:6][C:7]=1[NH2:8], predict the reactants needed to synthesize it. The reactants are: [F:1][CH:2]([F:11])[O:3][C:4]1[CH:10]=[CH:9][C:7]([NH2:8])=[CH:6][CH:5]=1.[I:12]Cl.O. (2) Given the product [CH3:13][N:14]([CH3:19])[CH2:15][CH2:16][N:17]([CH3:18])[C:8](=[O:10])[C:7]1[CH:6]=[CH:5][C:4]([N+:1]([O-:3])=[O:2])=[CH:12][CH:11]=1, predict the reactants needed to synthesize it. The reactants are: [N+:1]([C:4]1[CH:12]=[CH:11][C:7]([C:8]([OH:10])=O)=[CH:6][CH:5]=1)([O-:3])=[O:2].[CH3:13][N:14]([CH3:19])[CH2:15][CH2:16][NH:17][CH3:18].C1C=CC2N(O)N=NC=2C=1.CCN(C(C)C)C(C)C. (3) Given the product [CH3:1][CH2:2][C@@H:3]1[O:19][C:17](=[O:18])[CH2:16][CH:15]2[C:11](=[CH:12][C@H:13]3[C@@H:23]4[CH2:24][CH:25]([O:27][C@@H:28]5[O:33][C@@H:32]([CH3:34])[C@H:31]([O:35][CH3:36])[C@@H:30]([O:37][CH2:38][CH3:39])[C@H:29]5[O:40][CH3:41])[CH2:26][C@H:22]4[CH2:21][CH2:20][C@H:14]32)[C:9](=[O:10])[C@H:8]([CH3:42])[C@@H:7]([O:43][C@@H:44]2[O:49][C@H:48]([CH3:50])[C@@H:47]([N:51]([CH3:52])[CH3:53])[CH2:46][CH2:45]2)[CH2:6][CH2:5][CH2:4]1.[CH:44]1[CH:45]=[C:46]2[C:47]([NH:51][S:57][C:56]2=[CH:55][CH:58]=1)=[O:61], predict the reactants needed to synthesize it. The reactants are: [CH3:1][CH2:2][C@@H:3]1[O:19][C:17](=[O:18])[CH2:16][CH:15]2[C:11](=[CH:12][C@H:13]3[C@@H:23]4[CH2:24][CH:25]([O:27][C@@H:28]5[O:33][C@@H:32]([CH3:34])[C@H:31]([O:35][CH3:36])[C@@H:30]([O:37][CH2:38][CH3:39])[C@H:29]5[O:40][CH3:41])[CH2:26][C@H:22]4[CH2:21][CH2:20][C@H:14]32)[C:9](=[O:10])[C@H:8]([CH3:42])[C@@H:7]([O:43][C@@H:44]2[O:49][C@H:48]([CH3:50])[C@@H:47]([N:51]([CH3:53])[CH3:52])[CH2:46][CH2:45]2)[CH2:6][CH2:5][CH2:4]1.N[C@H:55]([C:58](O)=O)[CH2:56][SH:57].[OH2:61]. (4) Given the product [NH:48]1[C:49]2[CH:55]=[CH:54][CH:53]=[CH:52][C:50]=2[N:51]=[C:47]1[C:43]1[CH:42]=[C:41]([N:35]2[CH2:36][CH2:37][N:38]([C:9]([CH:6]3[CH2:5][CH2:4][N:3]([CH3:2])[CH2:8][CH2:7]3)=[O:11])[CH2:39][CH2:40]2)[CH:46]=[CH:45][CH:44]=1, predict the reactants needed to synthesize it. The reactants are: Cl.[CH3:2][N:3]1[CH2:8][CH2:7][CH:6]([C:9]([OH:11])=O)[CH2:5][CH2:4]1.C(N(CC)C(C)C)(C)C.C1N=CN(C(N2C=NC=C2)=O)C=1.Cl.Cl.[N:35]1([C:41]2[CH:42]=[C:43]([C:47]3[NH:51][C:50]4[CH:52]=[CH:53][CH:54]=[CH:55][C:49]=4[N:48]=3)[CH:44]=[CH:45][CH:46]=2)[CH2:40][CH2:39][NH:38][CH2:37][CH2:36]1.